From a dataset of Full USPTO retrosynthesis dataset with 1.9M reactions from patents (1976-2016). Predict the reactants needed to synthesize the given product. (1) Given the product [NH2:30][C:16]1[C:15]([CH3:14])=[N:19][C:18]2([C:28]3[C:23](=[CH:24][CH:25]=[C:26]([NH:29][C:9](=[O:11])[C:6]4[CH:5]=[CH:4][C:3]([C:2]([F:1])([F:13])[F:12])=[CH:8][N:7]=4)[CH:27]=3)[O:22][CH2:21][CH2:20]2)[N:17]=1, predict the reactants needed to synthesize it. The reactants are: [F:1][C:2]([F:13])([F:12])[C:3]1[CH:4]=[CH:5][C:6]([C:9]([OH:11])=O)=[N:7][CH:8]=1.[CH3:14][C:15]1[C:16]([NH2:30])=[N:17][C:18]2([C:28]3[C:23](=[CH:24][CH:25]=[C:26]([NH2:29])[CH:27]=3)[O:22][CH2:21][CH2:20]2)[N:19]=1. (2) Given the product [N+:1]([C:4]1[CH:9]=[CH:8][CH:7]=[C:6]([C:10]2[CH:11]=[CH:12][N:13]=[CH:14][CH:15]=2)[C:5]=1[C:16]1[CH:21]=[CH:20][C:19]([O:22][CH2:31][C:32]2[CH:41]=[CH:40][C:39]3[C:34](=[CH:35][CH:36]=[CH:37][CH:38]=3)[N:33]=2)=[CH:18][CH:17]=1)([O-:3])=[O:2], predict the reactants needed to synthesize it. The reactants are: [N+:1]([C:4]1[CH:9]=[CH:8][CH:7]=[C:6]([C:10]2[CH:15]=[CH:14][N:13]=[CH:12][CH:11]=2)[C:5]=1[C:16]1[CH:21]=[CH:20][C:19]([OH:22])=[CH:18][CH:17]=1)([O-:3])=[O:2].C([O-])([O-])=O.[K+].[K+].Cl.Cl[CH2:31][C:32]1[CH:41]=[CH:40][C:39]2[C:34](=[CH:35][CH:36]=[CH:37][CH:38]=2)[N:33]=1. (3) Given the product [N:23]([C:2]1[CH:3]=[C:4]2[C@@:15]3([CH2:20][CH2:19][O:18][C:17]([NH2:21])=[N:16]3)[C:14]3[CH:13]=[C:12]([Cl:22])[N:11]=[CH:10][C:9]=3[O:8][C:5]2=[CH:6][CH:7]=1)=[N+:24]=[N-:25], predict the reactants needed to synthesize it. The reactants are: Br[C:2]1[CH:3]=[C:4]2[C@@:15]3([CH2:20][CH2:19][O:18][C:17]([NH2:21])=[N:16]3)[C:14]3[CH:13]=[C:12]([Cl:22])[N:11]=[CH:10][C:9]=3[O:8][C:5]2=[CH:6][CH:7]=1.[N-:23]=[N+:24]=[N-:25].[Na+].[Na].O=C1O[C@H]([C@H](CO)O)C(O)=C1O.CN[C@@H]1CCCC[C@H]1NC. (4) The reactants are: Cl[CH2:2][CH2:3][N:4]1[CH2:8][CH2:7][CH2:6][C:5]1=[O:9].C(=O)([O-])[O-].[K+].[K+].[N+:16]([C:19]1[CH:20]=[N:21][NH:22][CH:23]=1)([O-:18])=[O:17]. Given the product [N+:16]([C:19]1[CH:20]=[N:21][N:22]([CH2:2][CH2:3][N:4]2[CH2:8][CH2:7][CH2:6][C:5]2=[O:9])[CH:23]=1)([O-:18])=[O:17], predict the reactants needed to synthesize it. (5) Given the product [C:2]([C:4]1([NH:7][C:8]([C@@H:10]2[CH2:14][C@@H:13]([S:15]([C:18]3[CH:23]=[CH:22][CH:21]=[CH:20][C:19]=3[Cl:24])(=[O:17])=[O:16])[CH2:12][N:11]2[C:31]([CH:25]2[CH2:30][CH2:29][CH2:28][CH2:27][CH2:26]2)=[O:32])=[O:9])[CH2:6][CH2:5]1)#[N:3], predict the reactants needed to synthesize it. The reactants are: Cl.[C:2]([C:4]1([NH:7][C:8]([C@@H:10]2[CH2:14][C@@H:13]([S:15]([C:18]3[CH:23]=[CH:22][CH:21]=[CH:20][C:19]=3[Cl:24])(=[O:17])=[O:16])[CH2:12][NH:11]2)=[O:9])[CH2:6][CH2:5]1)#[N:3].[CH:25]1([C:31](O)=[O:32])[CH2:30][CH2:29][CH2:28][CH2:27][CH2:26]1. (6) Given the product [Cl:2][C:3]1[CH:4]=[C:5]([NH:17][C:18]2[C:27]3[C:22](=[CH:23][CH:24]=[CH:25][C:26]=3[O:28][CH2:29][C:30]([NH:41][CH2:42][CH3:43])=[O:32])[N:21]=[CH:20][N:19]=2)[CH:6]=[CH:7][C:8]=1[O:9][CH2:10][C:11]1[CH:16]=[CH:15][CH:14]=[CH:13][N:12]=1, predict the reactants needed to synthesize it. The reactants are: [Na+].[Cl:2][C:3]1[CH:4]=[C:5]([NH:17][C:18]2[C:27]3[C:22](=[CH:23][CH:24]=[CH:25][C:26]=3[O:28][CH2:29][C:30]([O-:32])=O)[N:21]=[CH:20][N:19]=2)[CH:6]=[CH:7][C:8]=1[O:9][CH2:10][C:11]1[CH:16]=[CH:15][CH:14]=[CH:13][N:12]=1.CN(C(O[N:41]1N=N[C:43]2C=CC=N[C:42]1=2)=[N+](C)C)C.F[P-](F)(F)(F)(F)F.CCN(C(C)C)C(C)C.C(N)C. (7) Given the product [CH:9]([O:8][C:5]1[N:6]=[CH:7][C:2]([O:12][C:13]2[CH:14]=[CH:15][C:16]([CH2:19][CH2:20][CH:21]([NH:23][C:24](=[O:26])[CH3:25])[CH3:22])=[CH:17][CH:18]=2)=[N:3][CH:4]=1)([CH3:11])[CH3:10], predict the reactants needed to synthesize it. The reactants are: Br[C:2]1[CH:7]=[N:6][C:5]([O:8][CH:9]([CH3:11])[CH3:10])=[CH:4][N:3]=1.[OH:12][C:13]1[CH:18]=[CH:17][C:16]([CH2:19][CH2:20][CH:21]([NH:23][C:24](=[O:26])[CH3:25])[CH3:22])=[CH:15][CH:14]=1.C(=O)([O-])[O-].[Cs+].[Cs+].Cl.CN(C)CC(O)=O. (8) Given the product [CH3:13][C@@H:14]1[CH2:19][CH:18]([O:20][N:21]2[C:26](=[O:27])[C:25]([CH2:28][C:29]3[CH:34]=[CH:33][C:32]([C:35]4[CH:40]=[CH:39][CH:38]=[CH:37][C:36]=4[C:41]4[NH:3][C:4](=[O:7])[O:5][N:42]=4)=[CH:31][CH:30]=3)=[C:24]([CH2:43][CH2:44][CH3:45])[N:23]=[C:22]2[CH3:46])[CH2:17][C@H:16]([CH3:47])[O:15]1, predict the reactants needed to synthesize it. The reactants are: [Cl-].O[NH3+:3].[C:4](=[O:7])([O-])[OH:5].[Na+].CS(C)=O.[CH3:13][C@@H:14]1[CH2:19][CH:18]([O:20][N:21]2[C:26](=[O:27])[C:25]([CH2:28][C:29]3[CH:34]=[CH:33][C:32]([C:35]4[C:36]([C:41]#[N:42])=[CH:37][CH:38]=[CH:39][CH:40]=4)=[CH:31][CH:30]=3)=[C:24]([CH2:43][CH2:44][CH3:45])[N:23]=[C:22]2[CH3:46])[CH2:17][C@H:16]([CH3:47])[O:15]1.